This data is from Full USPTO retrosynthesis dataset with 1.9M reactions from patents (1976-2016). The task is: Predict the reactants needed to synthesize the given product. (1) Given the product [C:67]([O:62][C:61](=[O:64])[NH:58][CH2:23][CH2:20][CH2:6][N:7]([C:11]1[CH:16]=[CH:15][C:14]([NH:17][C:26]2[N:31]=[C:30]([NH:32][C:33]3[CH:38]=[CH:37][CH:36]=[CH:35][C:34]=3[NH:39][C:40](=[O:43])[CH:41]=[CH2:42])[C:29]([Cl:44])=[CH:28][N:27]=2)=[C:13]([O:18][CH3:19])[CH:12]=1)[C:8](=[O:10])[CH3:9])([CH3:70])([CH3:69])[CH3:68], predict the reactants needed to synthesize it. The reactants are: C(=O)(OCC[CH:6]([C:20]([CH3:23])(C)C)[N:7]([C:11]1[CH:16]=[CH:15][C:14]([NH2:17])=[C:13]([O:18][CH3:19])[CH:12]=1)[C:8](=[O:10])[CH3:9])N.Cl[C:26]1[N:31]=[C:30]([NH:32][C:33]2[CH:38]=[CH:37][CH:36]=[CH:35][C:34]=2[NH:39][C:40](=[O:43])[CH:41]=[CH2:42])[C:29]([Cl:44])=[CH:28][N:27]=1.C1(P([N:58](C)C)C2C=CC=CC=2)C=CC=CC=1.[C:61](=[O:64])([O-])[O-:62].[Na+].[Na+].[C:67](O)([CH2:70]C)([CH3:69])[CH3:68]. (2) Given the product [C:7]([C:9]1[CH:10]=[CH:11][C:12]2[O:16][C:15]([C:17]([C:19]3[C:27]([O:28][CH3:29])=[CH:26][C:25]([CH3:30])=[C:24]4[C:20]=3[CH:21]=[CH:22][N:23]4[C:31]([O:33][C:34]([CH3:37])([CH3:36])[CH3:35])=[O:32])([CH2:59][CH2:58][C:57]([O:61][CH3:62])=[O:60])[CH3:18])=[N:14][C:13]=2[CH:38]=1)#[N:8], predict the reactants needed to synthesize it. The reactants are: CC(C)([O-])C.[K+].[C:7]([C:9]1[CH:10]=[CH:11][C:12]2[O:16][C:15]([CH:17]([C:19]3[C:27]([O:28][CH3:29])=[CH:26][C:25]([CH3:30])=[C:24]4[C:20]=3[CH:21]=[CH:22][N:23]4[C:31]([O:33][C:34]([CH3:37])([CH3:36])[CH3:35])=[O:32])[CH3:18])=[N:14][C:13]=2[CH:38]=1)#[N:8].C1OCCOCCOCCOCCOCCOC1.[C:57]([O:61][CH3:62])(=[O:60])[CH:58]=[CH2:59].